From a dataset of Full USPTO retrosynthesis dataset with 1.9M reactions from patents (1976-2016). Predict the reactants needed to synthesize the given product. (1) Given the product [C:20]1(/[C:12](/[CH3:13])=[CH:11]/[CH:10]2[CH2:16][CH2:7][CH2:6][C:5](=[O:9])[CH2:15]2)[CH:25]=[CH:24][CH:23]=[CH:22][CH:21]=1, predict the reactants needed to synthesize it. The reactants are: C[Al](C)C.[CH2:5]([OH:9])[CH:6](C)[CH3:7].[C:10]1([C:16]#C)[CH:15]=C[CH:13]=[CH:12][CH:11]=1.[Li+].[Cl-].[C:20]1(=O)[CH2:25][CH2:24][CH2:23][CH:22]=[CH:21]1. (2) Given the product [C:18]([O:21][CH2:22][O:15][C:14](=[O:16])[CH2:13][CH2:12][C:11]([O:10][CH2:9][O:8][C:6](=[O:7])[CH2:5][CH2:4][C:1]([O:3][CH2:9][O:8][C:6](=[O:7])[CH3:5])=[O:2])=[O:17])(=[O:20])[CH3:19], predict the reactants needed to synthesize it. The reactants are: [C:1]([CH2:4][CH2:5][C:6]([O:8][CH2:9][O:10][C:11](=[O:17])[CH2:12][CH2:13][C:14]([OH:16])=[O:15])=[O:7])([OH:3])=[O:2].[C:18]([O:21][CH2:22]Br)(=[O:20])[CH3:19]. (3) Given the product [CH3:1][N:2]1[CH:6]=[CH:5][C:4]([NH:7][C:8]([C:10]2[CH:21]=[C:20]([OH:22])[C:13]3[CH2:14][CH:15]([CH2:17][O:18][CH3:19])[O:16][C:12]=3[CH:11]=2)=[O:9])=[N:3]1, predict the reactants needed to synthesize it. The reactants are: [CH3:1][N:2]1[CH:6]=[CH:5][C:4]([NH:7][C:8]([C:10]2[CH:21]=[C:20]([O:22]CC3C=CC=CC=3)[C:13]3[CH2:14][CH:15]([CH2:17][O:18][CH3:19])[O:16][C:12]=3[CH:11]=2)=[O:9])=[N:3]1. (4) Given the product [C:40]([O:44][C:45]([N:47]1[CH2:52][CH2:51][CH:50]([CH2:53][NH:1][CH2:2][C@H:3]2[C:4](=[O:34])[NH:5][C@@H:6]([CH2:23][C:24]3[CH:33]=[CH:32][C:31]4[C:26](=[CH:27][CH:28]=[CH:29][CH:30]=4)[CH:25]=3)[C:7](=[O:22])[N:8]2[CH2:9][C:10]2[CH:11]=[CH:12][C:13]([C:16]3[CH:17]=[CH:18][CH:19]=[CH:20][CH:21]=3)=[CH:14][CH:15]=2)[CH2:49][CH2:48]1)=[O:46])([CH3:43])([CH3:41])[CH3:42], predict the reactants needed to synthesize it. The reactants are: [NH2:1][CH2:2][C@@H:3]1[N:8]([CH2:9][C:10]2[CH:15]=[CH:14][C:13]([C:16]3[CH:21]=[CH:20][CH:19]=[CH:18][CH:17]=3)=[CH:12][CH:11]=2)[C:7](=[O:22])[C@H:6]([CH2:23][C:24]2[CH:33]=[CH:32][C:31]3[C:26](=[CH:27][CH:28]=[CH:29][CH:30]=3)[CH:25]=2)[NH:5][C:4]1=[O:34].C([O-])(=O)C.[Na+].[C:40]([O:44][C:45]([N:47]1[CH2:52][CH2:51][CH:50]([CH:53]=O)[CH2:49][CH2:48]1)=[O:46])([CH3:43])([CH3:42])[CH3:41].C([BH3-])#N.[Na+].